Dataset: Forward reaction prediction with 1.9M reactions from USPTO patents (1976-2016). Task: Predict the product of the given reaction. (1) Given the reactants [C:1]([C:4](=[CH:10]OCC)[C:5]([O:7][CH2:8][CH3:9])=[O:6])(=O)[CH3:2].[NH2:14][C:15]([S:17][CH3:18])=[NH:16].C(N(CC)CC)C, predict the reaction product. The product is: [CH2:8]([O:7][C:5]([C:4]1[C:1]([CH3:2])=[N:14][C:15]([S:17][CH3:18])=[N:16][CH:10]=1)=[O:6])[CH3:9]. (2) The product is: [CH2:20]([O:11][C:7]1[C:8]([O:9][CH3:10])=[C:3]([O:2][CH3:1])[C:4]([O:17][CH2:14][C:3]2[CH:8]=[CH:7][CH:6]=[CH:5][CH:4]=2)=[CH:5][C:6]=1[CH3:12])[C:21]1[CH:26]=[CH:25][CH:24]=[CH:23][CH:22]=1. Given the reactants [CH3:1][O:2][C:3]1[C:8]([O:9][CH3:10])=[C:7]([OH:11])[C:6]([CH3:12])=[CH:5][C:4]=1O.[C:14](=[O:17])([O-])[O-].[Cs+].[Cs+].[CH2:20](Br)[C:21]1[CH:26]=[CH:25][CH:24]=[CH:23][CH:22]=1, predict the reaction product.